Task: Predict the reactants needed to synthesize the given product.. Dataset: Full USPTO retrosynthesis dataset with 1.9M reactions from patents (1976-2016) (1) Given the product [C:3]([O:7][C:8](=[O:22])[N:9]([C:32]([C:30]1[N:31]=[C:27]([CH2:25][CH3:26])[O:28][C:29]=1[C:35]1[CH:36]=[CH:37][CH:38]=[CH:39][CH:40]=1)=[O:33])[C:10]1[N:11]=[C:12]([CH2:15][CH2:16][CH2:17][CH2:18][C:19](=[O:21])[CH3:20])[O:13][CH:14]=1)([CH3:6])([CH3:4])[CH3:5], predict the reactants needed to synthesize it. The reactants are: N#N.[C:3]([O:7][C:8](=[O:22])[NH:9][C:10]1[N:11]=[C:12]([CH2:15][CH2:16][CH2:17][CH2:18][C:19](=[O:21])[CH3:20])[O:13][CH:14]=1)([CH3:6])([CH3:5])[CH3:4].[H-].[Na+].[CH2:25]([C:27]1[O:28][C:29]([C:35]2[CH:40]=[CH:39][CH:38]=[CH:37][CH:36]=2)=[C:30]([C:32](Cl)=[O:33])[N:31]=1)[CH3:26]. (2) The reactants are: [C:1]1([CH3:18])[CH:6]=[CH:5][C:4]([CH2:7][C:8](=[O:17])[CH2:9][C:10]2[CH:15]=[CH:14][C:13]([CH3:16])=[CH:12][CH:11]=2)=[CH:3][CH:2]=1.[CH3:19][C:20]1[CH:25]=[CH:24][C:23]([C:26]([C:28]([C:30]2[CH:35]=[CH:34][C:33]([CH3:36])=[CH:32][CH:31]=2)=O)=O)=[CH:22][CH:21]=1.[OH-].C([N+](C)(C)C)C1C=CC=CC=1. Given the product [C:1]1([CH3:18])[CH:6]=[CH:5][C:4]([C:7]2[C:8](=[O:17])[C:9]([C:10]3[CH:11]=[CH:12][C:13]([CH3:16])=[CH:14][CH:15]=3)=[C:28]([C:30]3[CH:35]=[CH:34][C:33]([CH3:36])=[CH:32][CH:31]=3)[C:26]=2[C:23]2[CH:22]=[CH:21][C:20]([CH3:19])=[CH:25][CH:24]=2)=[CH:3][CH:2]=1, predict the reactants needed to synthesize it. (3) The reactants are: [CH2:1]([C@@H:8]1[CH2:12][O:11][C:10](=[O:13])[NH:9]1)[C:2]1[CH:7]=[CH:6][CH:5]=[CH:4][CH:3]=1.C([Li])CCC.[CH3:19][O:20][C:21]1[CH:22]=[C:23]([CH2:29][C:30](Cl)=[O:31])[CH:24]=[C:25]([O:27][CH3:28])[CH:26]=1.CCCCCC. Given the product [CH2:1]([C@@H:8]1[CH2:12][O:11][C:10](=[O:13])[N:9]1[C:30](=[O:31])[CH2:29][C:23]1[CH:22]=[C:21]([O:20][CH3:19])[CH:26]=[C:25]([O:27][CH3:28])[CH:24]=1)[C:2]1[CH:3]=[CH:4][CH:5]=[CH:6][CH:7]=1, predict the reactants needed to synthesize it. (4) Given the product [CH3:16][C:11]1[CH:12]=[CH:13][CH:14]=[CH:15][C:10]=1[C:9]1[C:5]2[CH:4]=[C:3]([CH2:2][O:19][C:20]3[CH:21]=[CH:22][C:23]([C@@H:26]([C:33]#[C:34][CH3:35])[CH2:27][C:28]([O:30][CH2:31][CH3:32])=[O:29])=[CH:24][CH:25]=3)[CH:18]=[CH:17][C:6]=2[S:7][CH:8]=1, predict the reactants needed to synthesize it. The reactants are: Cl[CH2:2][C:3]1[CH:18]=[CH:17][C:6]2[S:7][CH:8]=[C:9]([C:10]3[CH:15]=[CH:14][CH:13]=[CH:12][C:11]=3[CH3:16])[C:5]=2[CH:4]=1.[OH:19][C:20]1[CH:25]=[CH:24][C:23]([C@@H:26]([C:33]#[C:34][CH3:35])[CH2:27][C:28]([O:30][CH2:31][CH3:32])=[O:29])=[CH:22][CH:21]=1.C([O-])([O-])=O.[Cs+].[Cs+]. (5) The reactants are: [Cl:1][C:2]1[CH:20]=[CH:19][C:5]2[C:6]3([OH:18])[C:15](=[O:16])[C:14]4[C:9](=[CH:10][CH:11]=[CH:12][CH:13]=4)[C:7]3([OH:17])[O:8][C:4]=2[CH:3]=1.[C:21]([OH:24])(=O)[CH3:22].N1C=CC=CC=1.C1C[O:34][CH2:33][CH2:32]1. Given the product [C:33]([O:8][C:4]1[CH:3]=[C:2]([Cl:1])[CH:20]=[CH:19][C:5]=1[C:6]1([O:18][C:21](=[O:24])[CH3:22])[C:7](=[O:17])[C:9]2[C:14](=[CH:13][CH:12]=[CH:11][CH:10]=2)[C:15]1=[O:16])(=[O:34])[CH3:32], predict the reactants needed to synthesize it. (6) Given the product [S:11]1[CH:12]=[CH:13][N:14]=[C:10]1[NH:9][C:8]([N:19]1[CH2:20][CH2:21][N:16]([CH2:22][C:23]2[CH:24]=[N:25][C:26]3[C:31]([CH:32]=2)=[CH:30][CH:29]=[CH:28][CH:27]=3)[CH2:17][CH2:18]1)=[O:15], predict the reactants needed to synthesize it. The reactants are: C1(O[C:8](=[O:15])[NH:9][C:10]2[S:11][CH:12]=[CH:13][N:14]=2)C=CC=CC=1.[N:16]1([CH2:22][C:23]2[CH:24]=[N:25][C:26]3[C:31]([CH:32]=2)=[CH:30][CH:29]=[CH:28][CH:27]=3)[CH2:21][CH2:20][NH:19][CH2:18][CH2:17]1.